From a dataset of Reaction yield outcomes from USPTO patents with 853,638 reactions. Predict the reaction yield, written as a fraction of the theoretical maximum amount of product (1.0 means a 100% yield; for example, 0.34 means a 34% yield). (1) The reactants are [CH2:1]([NH:8][C:9]1[C:14]([N+:15]([O-])=O)=[C:13]([NH:18][CH2:19][C:20]2[CH:25]=[CH:24][CH:23]=[CH:22][CH:21]=2)[CH:12]=[C:11]([C:26]2[O:27][CH:28]=[CH:29][N:30]=2)[N:10]=1)[C:2]1[CH:7]=[CH:6][CH:5]=[CH:4][CH:3]=1.CO. The catalyst is C1COCC1.[Ni]. The product is [CH2:1]([NH:8][C:9]1[C:14]([NH2:15])=[C:13]([NH:18][CH2:19][C:20]2[CH:25]=[CH:24][CH:23]=[CH:22][CH:21]=2)[CH:12]=[C:11]([C:26]2[O:27][CH:28]=[CH:29][N:30]=2)[N:10]=1)[C:2]1[CH:7]=[CH:6][CH:5]=[CH:4][CH:3]=1. The yield is 1.00. (2) The product is [Cl:19][C:15]1[C:14]2[C:9](=[CH:10][CH:11]=[C:12]([CH3:20])[CH:13]=2)[NH:8][C:7](=[O:3])[C:16]=1[C:17]#[N:18]. The catalyst is C(O)(=O)C. The yield is 0.690. The reactants are C([O-])(=[O:3])C.[NH4+].Cl[C:7]1[C:16]([C:17]#[N:18])=[C:15]([Cl:19])[C:14]2[C:9](=[CH:10][CH:11]=[C:12]([CH3:20])[CH:13]=2)[N:8]=1. (3) The reactants are [F:1][C:2]([F:29])([F:28])[O:3][C:4]1[CH:9]=[CH:8][C:7]([N:10]2[CH:14]=[N:13][C:12]([C:15]3[CH:20]=[CH:19][C:18](/[CH:21]=[CH:22]/[C:23]([O:25]CC)=[O:24])=[CH:17][CH:16]=3)=[N:11]2)=[CH:6][CH:5]=1.[OH-].[Na+].Cl. The catalyst is CO.C(#N)C. The product is [F:29][C:2]([F:1])([F:28])[O:3][C:4]1[CH:9]=[CH:8][C:7]([N:10]2[CH:14]=[N:13][C:12]([C:15]3[CH:20]=[CH:19][C:18](/[CH:21]=[CH:22]/[C:23]([OH:25])=[O:24])=[CH:17][CH:16]=3)=[N:11]2)=[CH:6][CH:5]=1. The yield is 0.940. (4) The reactants are [C:1]([O:5][C:6]([N:8]1[CH2:13][CH2:12][N:11]([CH:14]([C:17]2[CH:22]=[CH:21][C:20]([Cl:23])=[CH:19][CH:18]=2)[CH2:15]N)[CH2:10][CH2:9]1)=[O:7])([CH3:4])([CH3:3])[CH3:2].[CH2:24]=O.[BH3-][C:27]#[N:28].[Na+]. The catalyst is CC#N.CCOC(C)=O. The product is [C:1]([O:5][C:6]([N:8]1[CH2:13][CH2:12][N:11]([CH:14]([C:17]2[CH:22]=[CH:21][C:20]([Cl:23])=[CH:19][CH:18]=2)[CH2:15][N:28]([CH3:27])[CH3:24])[CH2:10][CH2:9]1)=[O:7])([CH3:4])([CH3:3])[CH3:2]. The yield is 0.530. (5) The reactants are [C:1]([O:5][C:6]([N:8]1[CH2:11][C:10](=[CH:12][C:13]2[N:14]([CH3:29])[C:15]3[C:20]([N:21]=2)=[C:19]([N:22]2[CH2:27][CH2:26][O:25][CH2:24][CH2:23]2)[N:18]=[C:17](Cl)[N:16]=3)[CH2:9]1)=[O:7])([CH3:4])([CH3:3])[CH3:2].[CH2:30]([C:32]1[NH:33][C:34]2[CH:40]=[CH:39][CH:38]=[CH:37][C:35]=2[N:36]=1)[CH3:31].CC(C1C=C(C(C)C)C(C2C=CC=CC=2P(C2CCCCC2)C2CCCCC2)=C(C(C)C)C=1)C.C([O-])([O-])=O.[Cs+].[Cs+]. The catalyst is O1CCOCC1.C1C=CC(/C=C/C(/C=C/C2C=CC=CC=2)=O)=CC=1.C1C=CC(/C=C/C(/C=C/C2C=CC=CC=2)=O)=CC=1.C1C=CC(/C=C/C(/C=C/C2C=CC=CC=2)=O)=CC=1.[Pd].[Pd]. The product is [C:1]([O:5][C:6]([N:8]1[CH2:11][C:10](=[CH:12][C:13]2[N:14]([CH3:29])[C:15]3[C:20]([N:21]=2)=[C:19]([N:22]2[CH2:27][CH2:26][O:25][CH2:24][CH2:23]2)[N:18]=[C:17]([N:33]2[C:34]4[CH:40]=[CH:39][CH:38]=[CH:37][C:35]=4[N:36]=[C:32]2[CH2:30][CH3:31])[N:16]=3)[CH2:9]1)=[O:7])([CH3:4])([CH3:3])[CH3:2]. The yield is 0.620. (6) The reactants are [N:1]12[CH2:8][CH2:7][C:4]([C:9]([C:17]3[CH:22]=[CH:21][CH:20]=[CH:19][CH:18]=3)([C:11]3[CH:16]=[CH:15][CH:14]=[CH:13][CH:12]=3)[OH:10])([CH2:5][CH2:6]1)[CH2:3][CH2:2]2.[Br:23][CH2:24][CH2:25][CH2:26][O:27][C:28]1[CH:29]=[C:30]([C:34]2[CH:39]=[CH:38][CH:37]=[CH:36][CH:35]=2)[CH:31]=[CH:32][CH:33]=1. The catalyst is CC#N. The product is [Br-:23].[C:30]1([C:34]2[CH:39]=[CH:38][CH:37]=[CH:36][CH:35]=2)[CH:31]=[CH:32][CH:33]=[C:28]([O:27][CH2:26][CH2:25][CH2:24][N+:1]23[CH2:6][CH2:5][C:4]([C:9]([OH:10])([C:17]4[CH:22]=[CH:21][CH:20]=[CH:19][CH:18]=4)[C:11]4[CH:12]=[CH:13][CH:14]=[CH:15][CH:16]=4)([CH2:3][CH2:2]2)[CH2:7][CH2:8]3)[CH:29]=1. The yield is 0.706.